Dataset: Full USPTO retrosynthesis dataset with 1.9M reactions from patents (1976-2016). Task: Predict the reactants needed to synthesize the given product. Given the product [Br-:23].[OH:10][C:9]([C:17]1[CH:22]=[CH:21][CH:20]=[CH:19][CH:18]=1)([C:11]1[CH:12]=[CH:13][CH:14]=[CH:15][CH:16]=1)[C:4]12[CH2:5][CH2:6][N+:1]([CH2:24][C:25](=[O:26])[C:27]3[CH:32]=[CH:31][CH:30]=[CH:29][CH:28]=3)([CH2:2][CH2:3]1)[CH2:8][CH2:7]2, predict the reactants needed to synthesize it. The reactants are: [N:1]12[CH2:8][CH2:7][C:4]([C:9]([C:17]3[CH:22]=[CH:21][CH:20]=[CH:19][CH:18]=3)([C:11]3[CH:16]=[CH:15][CH:14]=[CH:13][CH:12]=3)[OH:10])([CH2:5][CH2:6]1)[CH2:3][CH2:2]2.[Br:23][CH2:24][C:25]([C:27]1[CH:32]=[CH:31][CH:30]=[CH:29][CH:28]=1)=[O:26].